This data is from Full USPTO retrosynthesis dataset with 1.9M reactions from patents (1976-2016). The task is: Predict the reactants needed to synthesize the given product. (1) Given the product [CH:28]([C:2]1[C:11]2[C:6](=[CH:7][CH:8]=[CH:9][CH:10]=2)[C:5]([NH:12][C:13](=[O:19])[O:14][C:15]([CH3:18])([CH3:17])[CH3:16])=[CH:4][CH:3]=1)=[O:29], predict the reactants needed to synthesize it. The reactants are: Br[C:2]1[C:11]2[C:6](=[CH:7][CH:8]=[CH:9][CH:10]=2)[C:5]([NH:12][C:13](=[O:19])[O:14][C:15]([CH3:18])([CH3:17])[CH3:16])=[CH:4][CH:3]=1.[Li]CCCC.CN([CH:28]=[O:29])C.O. (2) Given the product [C:1]([O:4][CH2:5][C:6]1[C:7]([Br:18])=[C:8]([CH2:12][CH2:13][CH2:14][C:15]([O:17][CH3:19])=[O:16])[CH:9]=[CH:10][CH:11]=1)(=[O:3])[CH3:2], predict the reactants needed to synthesize it. The reactants are: [C:1]([O:4][CH2:5][C:6]1[C:7]([Br:18])=[C:8]([CH2:12][CH2:13][CH2:14][C:15]([OH:17])=[O:16])[CH:9]=[CH:10][CH:11]=1)(=[O:3])[CH3:2].[C:19](=O)([O-])[O-].[K+].[K+].IC. (3) Given the product [CH2:3]([O:10][CH2:11][N:12]1[C:16]([CH:17]=[CH2:2])=[CH:15][CH:14]=[N:13]1)[C:4]1[CH:9]=[CH:8][CH:7]=[CH:6][CH:5]=1, predict the reactants needed to synthesize it. The reactants are: [Li][CH3:2].[CH2:3]([O:10][CH2:11][N:12]1[C:16]([CH:17]=O)=[CH:15][CH:14]=[N:13]1)[C:4]1[CH:9]=[CH:8][CH:7]=[CH:6][CH:5]=1. (4) Given the product [Br:1][C:2]1[CH:3]=[C:4]([C:8]2[CH:9]=[C:10]([NH2:11])[O:15][N:14]=2)[CH:5]=[CH:6][CH:7]=1, predict the reactants needed to synthesize it. The reactants are: [Br:1][C:2]1[CH:3]=[C:4]([C:8](=O)[CH2:9][C:10]#[N:11])[CH:5]=[CH:6][CH:7]=1.Cl.[NH2:14][OH:15].CC([O-])=O.[Na+].